From a dataset of KCNQ2 potassium channel screen with 302,405 compounds. Binary Classification. Given a drug SMILES string, predict its activity (active/inactive) in a high-throughput screening assay against a specified biological target. The result is 0 (inactive). The drug is Clc1c(C(=O)NCCC(=O)N2CC(CCC2)C)cccc1.